Dataset: Full USPTO retrosynthesis dataset with 1.9M reactions from patents (1976-2016). Task: Predict the reactants needed to synthesize the given product. Given the product [Cl:1][C:2]1[CH:9]=[CH:8][C:5]([CH:6]([C:10]2[CH:15]=[CH:14][CH:13]=[CH:12][CH:11]=2)[OH:7])=[CH:4][CH:3]=1, predict the reactants needed to synthesize it. The reactants are: [Cl:1][C:2]1[CH:9]=[CH:8][C:5]([CH:6]=[O:7])=[CH:4][CH:3]=1.[C:10]1([Mg]Br)[CH:15]=[CH:14][CH:13]=[CH:12][CH:11]=1.Cl.